Dataset: CYP2C19 inhibition data for predicting drug metabolism from PubChem BioAssay. Task: Regression/Classification. Given a drug SMILES string, predict its absorption, distribution, metabolism, or excretion properties. Task type varies by dataset: regression for continuous measurements (e.g., permeability, clearance, half-life) or binary classification for categorical outcomes (e.g., BBB penetration, CYP inhibition). Dataset: cyp2c19_veith. (1) The molecule is CN(C)CCCNc1cc(O)c2c(c1O)C(=O)c1ccccc1C2=O. The result is 0 (non-inhibitor). (2) The drug is Oc1ccccc1CNCc1ccccc1O. The result is 0 (non-inhibitor). (3) The drug is C/C(=N/NC(=O)Cc1cccn1C)c1ccccc1. The result is 1 (inhibitor). (4) The compound is CC12CN3CC(C)(CN(C1)C31CCSCC1)C2=O. The result is 0 (non-inhibitor). (5) The compound is Cc1ccccc1NC(=O)CSc1nc(N2CCCCC2)nc(N2CCCCC2)n1. The result is 1 (inhibitor). (6) The compound is CCOC(=O)c1c(C)[nH]c(C(=O)COC(=O)c2ccccc2NC(=O)c2ccco2)c1C. The result is 1 (inhibitor). (7) The drug is O=C(Nc1cccc(-c2cnc3ccccc3n2)c1)c1ccc(Cl)cc1. The result is 0 (non-inhibitor). (8) The drug is Cc1cc(NC(=O)CCN2C(=O)C3C4CCC(C4)C3C2=O)c(C)cc1Br. The result is 1 (inhibitor). (9) The compound is CC(=O)Nc1ccccc1C=C1c2ccccc2-c2ccccc21. The result is 1 (inhibitor).